From a dataset of Full USPTO retrosynthesis dataset with 1.9M reactions from patents (1976-2016). Predict the reactants needed to synthesize the given product. (1) Given the product [NH2:1][C:2]1[CH:7]=[CH:6][C:5]([C:8](=[N:12][OH:13])[CH3:9])=[CH:4][CH:3]=1, predict the reactants needed to synthesize it. The reactants are: [NH2:1][C:2]1[CH:7]=[CH:6][C:5]([C:8](=O)[CH3:9])=[CH:4][CH:3]=1.Cl.[NH2:12][OH:13].[OH-].[Na+].[Cl-].[Na+]. (2) Given the product [CH2:1]([O:3][C:4]([C:6]1[CH:7]=[C:8]2[C:12](=[C:13]([NH:15][C:28](=[O:29])[CH2:27][CH2:26][Cl:25])[CH:14]=1)[NH:11][CH:10]=[C:9]2[CH2:16][CH3:17])=[O:5])[CH3:2], predict the reactants needed to synthesize it. The reactants are: [CH2:1]([O:3][C:4]([C:6]1[CH:7]=[C:8]2[C:12](=[C:13]([NH2:15])[CH:14]=1)[NH:11][CH:10]=[C:9]2[CH2:16][CH3:17])=[O:5])[CH3:2].CCN(CC)CC.[Cl:25][CH2:26][CH2:27][C:28](Cl)=[O:29].